Predict the reactants needed to synthesize the given product. From a dataset of Full USPTO retrosynthesis dataset with 1.9M reactions from patents (1976-2016). (1) Given the product [CH3:14][C:11]1([CH3:15])[CH2:12][O:13][CH:8]([C:7]2[C:6]([O:16][CH2:17][O:18][CH3:19])=[C:5]([O:20][CH3:21])[CH:4]=[CH:3][C:2]=2[NH:22][CH2:23][C@@H:24]([OH:35])[CH2:25][O:26][C:27]2[CH:32]=[CH:31][C:30]([CH3:33])=[CH:29][C:28]=2[CH3:34])[O:9][CH2:10]1, predict the reactants needed to synthesize it. The reactants are: Br[C:2]1[C:7]([CH:8]2[O:13][CH2:12][C:11]([CH3:15])([CH3:14])[CH2:10][O:9]2)=[C:6]([O:16][CH2:17][O:18][CH3:19])[C:5]([O:20][CH3:21])=[CH:4][CH:3]=1.[NH2:22][CH2:23][C@@H:24]([OH:35])[CH2:25][O:26][C:27]1[CH:32]=[CH:31][C:30]([CH3:33])=[CH:29][C:28]=1[CH3:34].C(O)CO.[O-]P([O-])([O-])=O.[K+].[K+].[K+]. (2) Given the product [O:20]1[CH:24]=[CH:23][CH:22]=[C:21]1[C:25]1[N:29]([C@@H:2]2[CH2:6][CH2:5][N:4]([C:7]([O:9][C:10]([CH3:13])([CH3:12])[CH3:11])=[O:8])[CH2:3]2)[N:28]=[C:27]([C:30]([F:33])([F:31])[F:32])[CH:26]=1, predict the reactants needed to synthesize it. The reactants are: Br[C@H:2]1[CH2:6][CH2:5][N:4]([C:7]([O:9][C:10]([CH3:13])([CH3:12])[CH3:11])=[O:8])[CH2:3]1.C(=O)([O-])[O-].[K+].[K+].[O:20]1[CH:24]=[CH:23][CH:22]=[C:21]1[C:25]1[NH:29][N:28]=[C:27]([C:30]([F:33])([F:32])[F:31])[CH:26]=1.O1C=CC=C1C1N(C2C=C(C#N)SC=2)N=C(C(F)(F)F)C=1.O.NN. (3) Given the product [CH3:1][O:2][C@H:3]1[C:8]([C:9]2[CH:23]=[CH:22][C:12]3[N:13]=[C:14]([C:16]4[CH:21]=[CH:20][CH:19]=[CH:18][CH:17]=4)[O:15][C:11]=3[CH:10]=2)=[N:41][NH:33][C:5](=[O:6])[CH2:4]1, predict the reactants needed to synthesize it. The reactants are: [CH3:1][O:2][C@@H:3]([C:8](=O)[C:9]1[CH:23]=[CH:22][C:12]2[N:13]=[C:14]([C:16]3[CH:21]=[CH:20][CH:19]=[CH:18][CH:17]=3)[O:15][C:11]=2[CH:10]=1)[CH2:4][C:5](O)=[O:6].CN(C(O[N:33]1[N:41]=NC2C=CC=NC1=2)=[N+](C)C)C.F[P-](F)(F)(F)(F)F.CN(C=O)C.NN. (4) Given the product [ClH:39].[CH3:1][O:2][C:3](=[O:38])[CH2:4][N:5]1[C:11](=[O:12])[C@@H:10]([NH2:13])[CH2:9][NH:8][C:7]2[CH:34]=[CH:35][CH:36]=[CH:37][C:6]1=2, predict the reactants needed to synthesize it. The reactants are: [CH3:1][O:2][C:3](=[O:38])[CH2:4][N:5]1[C:11](=[O:12])[C@@H:10]([NH:13]C(=O)CCC2C=CC=CC=2)[CH2:9][N:8](C(=O)CCC2C=CC=CC=2)[C:7]2[CH:34]=[CH:35][CH:36]=[CH:37][C:6]1=2.[ClH:39].COC(=O)CN1C(=O)[C@@H](NC(OC(C)(C)C)=O)CNC2C=CC=CC1=2. (5) Given the product [CH2:11]([S:8]([C:5]1[CH:6]=[CH:7][C:2]([C:23]2[CH:24]=[C:25]([C:28]([F:31])([F:30])[F:29])[CH:26]=[CH:27][C:22]=2[O:21][CH2:20][C:14]2[CH:15]=[CH:16][CH:17]=[CH:18][CH:19]=2)=[C:3]([CH3:13])[CH:4]=1)(=[O:10])=[O:9])[CH3:12], predict the reactants needed to synthesize it. The reactants are: Br[C:2]1[CH:7]=[CH:6][C:5]([S:8]([CH2:11][CH3:12])(=[O:10])=[O:9])=[CH:4][C:3]=1[CH3:13].[C:14]1([CH2:20][O:21][C:22]2[CH:27]=[CH:26][C:25]([C:28]([F:31])([F:30])[F:29])=[CH:24][C:23]=2B(O)O)[CH:19]=[CH:18][CH:17]=[CH:16][CH:15]=1. (6) Given the product [Cl:1][C:2]1[CH:3]=[C:4]([N:13]([CH2:22][CH3:23])[C@H:14]2[CH2:19][CH2:18][C@H:17]([N:20]([CH2:29][C:28]3[CH:31]=[CH:32][CH:33]=[C:26]([O:25][CH3:24])[CH:27]=3)[CH3:21])[CH2:16][CH2:15]2)[C:5]([CH3:12])=[C:6]([CH:11]=1)[C:7]([O:9][CH3:10])=[O:8], predict the reactants needed to synthesize it. The reactants are: [Cl:1][C:2]1[CH:3]=[C:4]([N:13]([CH2:22][CH3:23])[C@H:14]2[CH2:19][CH2:18][C@H:17]([NH:20][CH3:21])[CH2:16][CH2:15]2)[C:5]([CH3:12])=[C:6]([CH:11]=1)[C:7]([O:9][CH3:10])=[O:8].[CH3:24][O:25][C:26]1[CH:27]=[C:28]([CH:31]=[CH:32][CH:33]=1)[CH:29]=O.C([BH3-])#N.[Na+]. (7) The reactants are: [CH3:1][O:2][C:3]([C:5]1([CH2:17][CH2:18][CH:19]=O)[CH2:9][CH2:8][CH2:7][N:6]1[C:10]([O:12][C:13]([CH3:16])([CH3:15])[CH3:14])=[O:11])=[O:4].[CH2:21]([NH2:28])[C:22]1[CH:27]=[CH:26][CH:25]=[CH:24][CH:23]=1.C(O[BH-](OC(=O)C)OC(=O)C)(=O)C.[Na+].[Cl-].[NH4+]. Given the product [CH3:1][O:2][C:3]([C:5]1([CH2:17][CH2:18][CH2:19][NH:28][CH2:21][C:22]2[CH:27]=[CH:26][CH:25]=[CH:24][CH:23]=2)[CH2:9][CH2:8][CH2:7][N:6]1[C:10]([O:12][C:13]([CH3:14])([CH3:15])[CH3:16])=[O:11])=[O:4], predict the reactants needed to synthesize it.